Dataset: Forward reaction prediction with 1.9M reactions from USPTO patents (1976-2016). Task: Predict the product of the given reaction. Given the reactants [C:1]([C:3]1[CH:8]=[CH:7][C:6]([CH:9]2[N:14]3[N:15]=[CH:16][N:17]=[C:13]3[NH:12][C:11]([CH3:18])=[C:10]2[C:19]([O:21][CH2:22][CH3:23])=[O:20])=[CH:5][CH:4]=1)#[N:2].[F:24][C:25]([F:36])([F:35])[C:26]1[CH:27]=[C:28](B(O)O)[CH:29]=[CH:30][CH:31]=1.N1C=CC=CC=1.C(N(CC)CC)C, predict the reaction product. The product is: [C:1]([C:3]1[CH:8]=[CH:7][C:6]([CH:9]2[N:14]3[N:15]=[CH:16][N:17]=[C:13]3[N:12]([C:30]3[CH:29]=[CH:28][CH:27]=[C:26]([C:25]([F:36])([F:35])[F:24])[CH:31]=3)[C:11]([CH3:18])=[C:10]2[C:19]([O:21][CH2:22][CH3:23])=[O:20])=[CH:5][CH:4]=1)#[N:2].